This data is from Forward reaction prediction with 1.9M reactions from USPTO patents (1976-2016). The task is: Predict the product of the given reaction. Given the reactants [CH2:1]1[C:4]2([CH2:7][NH:6][CH2:5]2)[CH2:3][N:2]1[C:8](OC(C)(C)C)=O.BrC1[CH:21]=[CH:20][CH:19]=[C:18](F)[N:17]=1.Cl[C:24]1[N:29]=[CH:28][C:27]2[CH:30]=[N:31][NH:32][C:26]=2[CH:25]=1.[CH3:33][N:34]1[CH:38]=[C:37](B2OC(C)(C)C(C)(C)O2)[CH:36]=[N:35]1, predict the reaction product. The product is: [CH2:3]1[C:4]2([CH2:5][NH:6][CH2:7]2)[CH2:1][N:2]1[C:8]1[N:17]=[C:18]([N:32]2[C:26]3[CH:25]=[C:24]([C:37]4[CH:36]=[N:35][N:34]([CH3:33])[CH:38]=4)[N:29]=[CH:28][C:27]=3[CH:30]=[N:31]2)[CH:19]=[CH:20][CH:21]=1.